From a dataset of Reaction yield outcomes from USPTO patents with 853,638 reactions. Predict the reaction yield, written as a fraction of the theoretical maximum amount of product (1.0 means a 100% yield; for example, 0.34 means a 34% yield). (1) The reactants are [CH3:1][N:2]([CH3:19])[C:3](=[O:18])[C@H:4]([O:6][C:7]1[CH:16]=[CH:15][CH:14]=[C:13]2[C:8]=1[C:9](=O)[NH:10][CH:11]=[N:12]2)[CH3:5].[F:20][C:21]1[CH:22]=[C:23]([CH:35]=[CH:36][CH:37]=1)[CH2:24][N:25]1[C:33]2[C:28](=[CH:29][C:30]([NH2:34])=[CH:31][CH:32]=2)[CH:27]=[CH:26]1. No catalyst specified. The product is [F:20][C:21]1[CH:22]=[C:23]([CH:35]=[CH:36][CH:37]=1)[CH2:24][N:25]1[C:33]2[C:28](=[CH:29][C:30]([NH:34][C:9]3[C:8]4[C:13](=[CH:14][CH:15]=[CH:16][C:7]=4[O:6][C@H:4]([CH3:5])[C:3]([N:2]([CH3:19])[CH3:1])=[O:18])[N:12]=[CH:11][N:10]=3)=[CH:31][CH:32]=2)[CH:27]=[CH:26]1. The yield is 0.670. (2) The reactants are [NH2:1][C:2]1[C:7]([CH:8]=O)=[CH:6][CH:5]=[CH:4][N:3]=1.Br[CH2:11][C:12]([C:14]1[CH:19]=[CH:18][C:17]([CH3:20])=[CH:16][CH:15]=1)=O.[OH-:21].[Na+].Cl. No catalyst specified. The product is [C:17]1([CH3:20])[CH:18]=[CH:19][C:14]([C:12]2[C:11]([OH:21])=[CH:8][C:7]3[C:2](=[N:3][CH:4]=[CH:5][CH:6]=3)[N:1]=2)=[CH:15][CH:16]=1. The yield is 0.0100. (3) The reactants are [CH2:1]([O:3][C:4](=[O:32])[CH:5]([C:10]1[CH:11]=[C:12]([C:22]2[CH:27]=[CH:26][C:25]([C:28]([F:31])([F:30])[F:29])=[CH:24][CH:23]=2)[CH:13]=[C:14]([CH:16]2[CH2:21][CH2:20][CH2:19][NH:18][CH2:17]2)[CH:15]=1)[CH2:6][CH:7]([CH3:9])[CH3:8])[CH3:2].[F:33][C:34]([F:45])([F:44])[O:35][C:36]1[CH:43]=[CH:42][C:39]([CH2:40]Br)=[CH:38][CH:37]=1.C(N(C(C)C)CC)(C)C. The catalyst is CC#N.CCOC(C)=O. The product is [CH2:1]([O:3][C:4](=[O:32])[CH:5]([C:10]1[CH:11]=[C:12]([C:22]2[CH:23]=[CH:24][C:25]([C:28]([F:29])([F:30])[F:31])=[CH:26][CH:27]=2)[CH:13]=[C:14]([CH:16]2[CH2:21][CH2:20][CH2:19][N:18]([CH2:40][C:39]3[CH:42]=[CH:43][C:36]([O:35][C:34]([F:33])([F:44])[F:45])=[CH:37][CH:38]=3)[CH2:17]2)[CH:15]=1)[CH2:6][CH:7]([CH3:9])[CH3:8])[CH3:2]. The yield is 0.830. (4) The reactants are Br[C:2]1[CH:3]=[CH:4][C:5]([C:8]2([NH:12][S:13]([C:15]([CH3:18])([CH3:17])[CH3:16])=[O:14])[CH2:11][CH2:10][CH2:9]2)=[N:6][CH:7]=1.B1(B2OC(C)(C)C(C)(C)O2)OC(C)(C)C(C)(C)O1.C(Cl)Cl.C([O-])(=O)C.[K+].I[C:46]1[C:47](=[O:74])[C:48]2[CH:49]=[CH:50][N:51]3[C:64](=[O:65])[N:63]([CH2:66][O:67][CH2:68][CH2:69][Si:70]([CH3:73])([CH3:72])[CH3:71])[N:62]=[C:52]3[C:53]=2[O:54][C:55]=1[C:56]1[CH:61]=[CH:60][CH:59]=[CH:58][CH:57]=1.C(=O)([O-])[O-].[Na+].[Na+]. The catalyst is C1C=CC(P(C2C=CC=CC=2)[C-]2C=CC=C2)=CC=1.C1C=CC(P(C2C=CC=CC=2)[C-]2C=CC=C2)=CC=1.Cl[Pd]Cl.[Fe+2].COCCOC. The product is [O:65]=[C:64]1[N:51]2[CH:50]=[CH:49][C:48]3[C:47](=[O:74])[C:46]([C:2]4[CH:3]=[CH:4][C:5]([C:8]5([NH:12][S:13]([C:15]([CH3:18])([CH3:17])[CH3:16])=[O:14])[CH2:11][CH2:10][CH2:9]5)=[N:6][CH:7]=4)=[C:55]([C:56]4[CH:61]=[CH:60][CH:59]=[CH:58][CH:57]=4)[O:54][C:53]=3[C:52]2=[N:62][N:63]1[CH2:66][O:67][CH2:68][CH2:69][Si:70]([CH3:73])([CH3:72])[CH3:71]. The yield is 0.820. (5) The reactants are Cl[C:2]1[CH:7]=[C:6]([NH:8][C:9]2[CH:19]=[CH:18][CH:17]=[CH:16][C:10]=2[C:11]([NH:13][O:14][CH3:15])=[O:12])[C:5]([Cl:20])=[CH:4][N:3]=1.[CH3:21][N:22]1[C:26]([CH3:27])=[C:25]([NH2:28])[CH:24]=[N:23]1.C(=O)([O-])[O-].[Cs+].[Cs+].C1C=CC(P(C2C(C3C(P(C4C=CC=CC=4)C4C=CC=CC=4)=CC=C4C=3C=CC=C4)=C3C(C=CC=C3)=CC=2)C2C=CC=CC=2)=CC=1. The catalyst is C([O-])(=O)C.[Pd+2].C([O-])(=O)C.O1CCOCC1.C1COCC1. The product is [Cl:20][C:5]1[C:6]([NH:8][C:9]2[CH:19]=[CH:18][CH:17]=[CH:16][C:10]=2[C:11]([NH:13][O:14][CH3:15])=[O:12])=[CH:7][C:2]([NH:28][C:25]2[CH:24]=[N:23][N:22]([CH3:21])[C:26]=2[CH3:27])=[N:3][CH:4]=1. The yield is 0.0730. (6) The reactants are Cl[S:2]([N:5]=C=O)(=[O:4])=[O:3].CC(O)(C)C.[CH3:13][N:14]1[C:18]2[CH:19]=[CH:20][CH:21]=[CH:22][C:17]=2[N:16]([CH:23]2[CH2:28][CH2:27][N:26]([CH2:29][CH2:30][CH2:31][N:32]3[C:40]4[CH2:39][CH2:38][NH:37][CH2:36][C:35]=4[C:34]([C:41]4[CH:46]=[CH:45][C:44]([C:47]([F:50])([F:49])[F:48])=[CH:43][CH:42]=4)=[N:33]3)[CH2:25][CH2:24]2)[C:15]1=[O:51].C(N(CC)CC)C. The catalyst is C(Cl)Cl.CO.C(Cl)Cl. The product is [CH3:13][N:14]1[C:18]2[CH:19]=[CH:20][CH:21]=[CH:22][C:17]=2[N:16]([CH:23]2[CH2:28][CH2:27][N:26]([CH2:29][CH2:30][CH2:31][N:32]3[C:40]4[CH2:39][CH2:38][N:37]([S:2]([NH2:5])(=[O:4])=[O:3])[CH2:36][C:35]=4[C:34]([C:41]4[CH:42]=[CH:43][C:44]([C:47]([F:49])([F:50])[F:48])=[CH:45][CH:46]=4)=[N:33]3)[CH2:25][CH2:24]2)[C:15]1=[O:51]. The yield is 0.930. (7) The reactants are [C:1]([N:8]1[CH:12]=[CH:11]N=C1)(N1C=CN=C1)=[S:2].[N:13]1[C:22]2[C:17](=CC(N)=[CH:20][CH:21]=2)[CH:16]=[CH:15][CH:14]=1. The catalyst is C(Cl)Cl. The product is [N:8]([C:12]1[CH:11]=[C:17]2[C:22](=[CH:21][CH:20]=1)[N:13]=[CH:14][CH:15]=[CH:16]2)=[C:1]=[S:2]. The yield is 0.930.